From a dataset of Peptide-MHC class II binding affinity with 134,281 pairs from IEDB. Regression. Given a peptide amino acid sequence and an MHC pseudo amino acid sequence, predict their binding affinity value. This is MHC class II binding data. (1) The peptide sequence is LRKAFDAFDREKSGS. The MHC is DRB1_0701 with pseudo-sequence DRB1_0701. The binding affinity (normalized) is 0.420. (2) The peptide sequence is GRRGAAEVLVVLSEL. The MHC is DRB4_0103 with pseudo-sequence DRB4_0103. The binding affinity (normalized) is 0.